From a dataset of Forward reaction prediction with 1.9M reactions from USPTO patents (1976-2016). Predict the product of the given reaction. (1) Given the reactants N[C:2]1[C:11]2[NH:10][C:9](=[O:12])[CH2:8][O:7][C:6]=2[CH:5]=[CH:4][CH:3]=1.[ClH:13].N([O-])=O.[Na+].[S:18](=[O:20])=[O:19], predict the reaction product. The product is: [O:12]=[C:9]1[CH2:8][O:7][C:6]2[CH:5]=[CH:4][CH:3]=[C:2]([S:18]([Cl:13])(=[O:20])=[O:19])[C:11]=2[NH:10]1. (2) Given the reactants Cl[C:2]1[C:11]2[C:6](=[CH:7][CH:8]=[CH:9][CH:10]=2)[N:5]=[C:4]([C:12]([O:14]CC)=O)[N:3]=1.[Br-].Cl.[Na+].[Cl-].[CH3:21][C:22]1[NH:26][N:25]=[C:24]([NH2:27])[CH:23]=1.[I-].[K+].CCN(C(C)C)[CH:33]([CH3:35])[CH3:34].[CH2:39]1[CH2:43][O:42][CH2:41][CH2:40]1, predict the reaction product. The product is: [CH3:41][O:42][C:43]1[CH:39]=[CH:40][CH:35]=[CH:33][C:34]=1[C:12]([C:4]1[N:3]=[C:2]([NH:27][C:24]2[CH:23]=[C:22]([CH3:21])[NH:26][N:25]=2)[C:11]2[C:6](=[CH:7][CH:8]=[CH:9][CH:10]=2)[N:5]=1)=[O:14]. (3) Given the reactants [CH2:1]([O:3][C:4]([CH:6]1[C:12](=[O:13])[CH2:11][CH2:10][N:9]([C:14]([O:16][C:17]([CH3:20])([CH3:19])[CH3:18])=[O:15])[CH2:8][CH2:7]1)=[O:5])[CH3:2].[H-].[Na+].[CH3:23]I.O, predict the reaction product. The product is: [CH2:1]([O:3][C:4]([C:6]1([CH3:23])[C:12](=[O:13])[CH2:11][CH2:10][N:9]([C:14]([O:16][C:17]([CH3:19])([CH3:18])[CH3:20])=[O:15])[CH2:8][CH2:7]1)=[O:5])[CH3:2].[C:14]([N:9]1[CH2:8][CH2:7][CH:6]([CH3:4])[C:12](=[O:13])[CH2:11][CH2:10]1)(=[O:16])[CH3:23]. (4) Given the reactants [Cl:1][C:2]1[CH:3]=[C:4]2[C:9](=[CH:10][C:11]=1[F:12])[N:8]=[C:7]([N:13]1[CH2:18][CH2:17][N:16]([C:19]([O:21][C:22]([CH3:25])([CH3:24])[CH3:23])=[O:20])[CH2:15][CH2:14]1)[C:6]([NH:26][CH2:27][CH:28](OCC)OCC)=[N:5]2.C1(C)C=CC(S(O)(=O)=O)=CC=1, predict the reaction product. The product is: [Cl:1][C:2]1[CH:3]=[C:4]2[C:9]([N:8]=[C:7]([N:13]3[CH2:14][CH2:15][N:16]([C:19]([O:21][C:22]([CH3:24])([CH3:25])[CH3:23])=[O:20])[CH2:17][CH2:18]3)[C:6]3[N:5]2[CH:28]=[CH:27][N:26]=3)=[CH:10][C:11]=1[F:12]. (5) The product is: [CH:1]1([CH2:4][O:5][C:6]2[N:11]=[C:10]([C:12]([NH:22][CH:23]([CH2:29][CH2:30][C:31]3[CH:32]=[CH:33][CH:34]=[CH:35][CH:36]=3)[CH2:24][C:25]([O:27][CH3:28])=[O:26])=[O:14])[CH:9]=[CH:8][C:7]=2[N:15]2[CH2:18][C:17]([F:20])([F:19])[CH2:16]2)[CH2:2][CH2:3]1. Given the reactants [CH:1]1([CH2:4][O:5][C:6]2[N:11]=[C:10]([C:12]([OH:14])=O)[CH:9]=[CH:8][C:7]=2[N:15]2[CH2:18][C:17]([F:20])([F:19])[CH2:16]2)[CH2:3][CH2:2]1.Cl.[NH2:22][CH:23]([CH2:29][CH2:30][C:31]1[CH:36]=[CH:35][CH:34]=[CH:33][CH:32]=1)[CH2:24][C:25]([O:27][CH3:28])=[O:26].CN(C(ON1N=NC2C=CC=CC1=2)=[N+](C)C)C.[B-](F)(F)(F)F.CCN(C(C)C)C(C)C, predict the reaction product.